From a dataset of Full USPTO retrosynthesis dataset with 1.9M reactions from patents (1976-2016). Predict the reactants needed to synthesize the given product. (1) The reactants are: [F:1][CH:2]([F:41])[C:3]1[C:8]([F:9])=[C:7]([S:10](=[O:20])(=[O:19])[NH:11][C@@H:12]([CH2:17][CH3:18])[C:13]([F:16])([F:15])[F:14])[CH:6]=[CH:5][C:4]=1[C:21]1[S:25][C:24]([C:26]2[N:30]=[C:29]([CH2:31][C:32]([CH3:38])([CH3:37])[C:33]([O:35][CH3:36])=[O:34])[O:28][N:27]=2)=[N:23][C:22]=1[CH2:39][OH:40]. Given the product [F:41][CH:2]([F:1])[C:3]1[C:8]([F:9])=[C:7]([S:10](=[O:19])(=[O:20])[NH:11][C@@H:12]([CH2:17][CH3:18])[C:13]([F:16])([F:15])[F:14])[CH:6]=[CH:5][C:4]=1[C:21]1[S:25][C:24]([C:26]2[N:30]=[C:29]([CH2:31][C:32]([CH3:38])([CH3:37])[C:33]([O:35][CH3:36])=[O:34])[O:28][N:27]=2)=[N:23][C:22]=1[CH:39]=[O:40], predict the reactants needed to synthesize it. (2) Given the product [S:12]1[CH:13]=[CH:14][N:15]=[C:11]1[C:9]1[CH:8]=[CH:7][N:6]2[C:2]([C:21]3[CH:22]=[CH:23][C:18]([NH2:17])=[CH:19][CH:20]=3)=[CH:3][N:4]=[C:5]2[CH:10]=1, predict the reactants needed to synthesize it. The reactants are: Br[C:2]1[N:6]2[CH:7]=[CH:8][C:9]([C:11]3[S:12][CH:13]=[CH:14][N:15]=3)=[CH:10][C:5]2=[N:4][CH:3]=1.Cl.[NH2:17][C:18]1[CH:23]=[CH:22][C:21](B(O)O)=[CH:20][CH:19]=1. (3) Given the product [Cl:19][C:7]1[CH:8]=[C:9]([O:13][CH2:14][CH:15]=[C:16]([Cl:18])[Cl:17])[CH:10]=[C:11]([Cl:12])[C:6]=1[O:5][CH2:4][CH2:3][CH2:2][O:28][C:20](=[O:27])[C:21]1[CH:26]=[CH:25][CH:24]=[CH:23][CH:22]=1, predict the reactants needed to synthesize it. The reactants are: Br[CH2:2][CH2:3][CH2:4][O:5][C:6]1[C:11]([Cl:12])=[CH:10][C:9]([O:13][CH2:14][CH:15]=[C:16]([Cl:18])[Cl:17])=[CH:8][C:7]=1[Cl:19].[C:20]([OH:28])(=[O:27])[C:21]1[CH:26]=[CH:25][CH:24]=[CH:23][CH:22]=1.CN(C)C=O.C(=O)([O-])[O-].[K+].[K+].